Dataset: Forward reaction prediction with 1.9M reactions from USPTO patents (1976-2016). Task: Predict the product of the given reaction. (1) Given the reactants [CH3:1][O:2][CH2:3][CH2:4][C:5]1[N:6]([CH2:18][CH2:19][OH:20])[C:7]2[C:16]3[CH:15]=[CH:14][CH:13]=[CH:12][C:11]=3[N:10]=[CH:9][C:8]=2[N:17]=1.[CH2:21](Br)[C:22]#[CH:23], predict the reaction product. The product is: [CH3:1][O:2][CH2:3][CH2:4][C:5]1[N:6]([CH2:18][CH2:19][O:20][CH2:23][C:22]#[CH:21])[C:7]2[C:16]3[CH:15]=[CH:14][CH:13]=[CH:12][C:11]=3[N:10]=[CH:9][C:8]=2[N:17]=1. (2) Given the reactants [F:1][C:2]1[CH:10]=[C:9]([F:11])[CH:8]=[CH:7][C:3]=1[C:4]([OH:6])=[O:5].C1C(=O)N([Br:19])C(=O)C1.C(O)(C(F)(F)F)=O, predict the reaction product. The product is: [Br:19][C:8]1[C:9]([F:11])=[CH:10][C:2]([F:1])=[C:3]([CH:7]=1)[C:4]([OH:6])=[O:5]. (3) Given the reactants [OH:1][C@H:2]([CH2:9][OH:10])[CH2:3][C:4]([O:6][CH2:7][CH3:8])=[O:5].C(N(CC)CC)C.[C:18](Cl)([C:31]1[CH:36]=[CH:35][CH:34]=[CH:33][CH:32]=1)([C:25]1[CH:30]=[CH:29][CH:28]=[CH:27][CH:26]=1)[C:19]1[CH:24]=[CH:23][CH:22]=[CH:21][CH:20]=1, predict the reaction product. The product is: [OH:1][C@H:2]([CH2:9][O:10][C:18]([C:19]1[CH:24]=[CH:23][CH:22]=[CH:21][CH:20]=1)([C:31]1[CH:32]=[CH:33][CH:34]=[CH:35][CH:36]=1)[C:25]1[CH:26]=[CH:27][CH:28]=[CH:29][CH:30]=1)[CH2:3][C:4]([O:6][CH2:7][CH3:8])=[O:5]. (4) Given the reactants [CH3:1][S:2]([C:5]1[CH:10]=[CH:9][C:8]([C:11]2[N:16]3[N:17]=[C:18]([NH2:20])[N:19]=[C:15]3[CH:14]=[CH:13][CH:12]=2)=[CH:7][CH:6]=1)(=[O:4])=[O:3].Br[C:22]1[CH:23]=[C:24]([CH:33]=[CH:34][CH:35]=1)[CH2:25][N:26]1[CH2:31][CH2:30][N:29]([CH3:32])[CH2:28][CH2:27]1.C1(P(C2CCCCC2)C2C=CC=CC=2C2C=CC=CC=2P(C2CCCCC2)C2CCCCC2)CCCCC1, predict the reaction product. The product is: [CH3:1][S:2]([C:5]1[CH:10]=[CH:9][C:8]([C:11]2[N:16]3[N:17]=[C:18]([NH:20][C:34]4[CH:35]=[CH:22][CH:23]=[C:24]([CH2:25][N:26]5[CH2:31][CH2:30][N:29]([CH3:32])[CH2:28][CH2:27]5)[CH:33]=4)[N:19]=[C:15]3[CH:14]=[CH:13][CH:12]=2)=[CH:7][CH:6]=1)(=[O:3])=[O:4]. (5) Given the reactants [CH3:1][C:2]1[O:3][C:4]2[C:9]([C:10](=[O:12])[CH:11]=1)=[CH:8][CH:7]=[CH:6][C:5]=2[CH:13]=[C:14]([C:20](=O)[CH3:21])[C:15]([O:17][CH2:18][CH3:19])=[O:16].[NH2:23][C:24]([C:28]([F:31])([F:30])[F:29])=[CH:25][C:26]#[N:27].CC(C)([O-])C.[K+], predict the reaction product. The product is: [C:26]([C:25]1[CH:13]([C:5]2[CH:6]=[CH:7][CH:8]=[C:9]3[C:4]=2[O:3][C:2]([CH3:1])=[CH:11][C:10]3=[O:12])[C:14]([C:15]([O:17][CH2:18][CH3:19])=[O:16])=[C:20]([CH3:21])[NH:23][C:24]=1[C:28]([F:31])([F:30])[F:29])#[N:27]. (6) Given the reactants [N:1]1[CH:9]=[C:8]2[C:4]([N:5]([CH2:10][C:11]3[CH:21]=[CH:20][C:14]4[N:15]=[C:16]([S:18][CH3:19])[O:17][C:13]=4[CH:12]=3)[CH:6]=[N:7]2)=[N:3][CH:2]=1.C1C=C(Cl)C=C(C(OO)=[O:30])C=1, predict the reaction product. The product is: [N:1]1[CH:9]=[C:8]2[C:4]([N:5]([CH2:10][C:11]3[CH:21]=[CH:20][C:14]4[N:15]=[C:16]([S:18]([CH3:19])=[O:30])[O:17][C:13]=4[CH:12]=3)[CH:6]=[N:7]2)=[N:3][CH:2]=1.